From a dataset of Catalyst prediction with 721,799 reactions and 888 catalyst types from USPTO. Predict which catalyst facilitates the given reaction. (1) Product: [CH3:8][NH:9][C:10]([NH:35][C:20]1[CH:21]=[C:22]([NH:24][C:25]2[N:30]=[C:29]([C:31]([F:33])([F:34])[F:32])[CH:28]=[CH:27][N:26]=2)[CH:23]=[C:18]([C:14]2[CH:13]=[N:12][CH:17]=[CH:16][CH:15]=2)[CH:19]=1)=[O:11]. Reactant: C(N(CC)CC)C.[CH3:8][N:9]=[C:10]=[O:11].[N:12]1[CH:17]=[CH:16][CH:15]=[C:14]([C:18]2[CH:19]=[C:20]([NH2:35])[CH:21]=[C:22]([NH:24][C:25]3[N:30]=[C:29]([C:31]([F:34])([F:33])[F:32])[CH:28]=[CH:27][N:26]=3)[CH:23]=2)[CH:13]=1. The catalyst class is: 1. (2) Reactant: [CH3:1][C:2]1[CH:7]=[C:6]([NH:8][C:9]2[N:14]=[C:13]([NH:15][C:16]3[CH:20]=[C:19]([CH3:21])[NH:18][N:17]=3)[C:12]([C:22]([F:25])([F:24])[F:23])=[CH:11][N:10]=2)[C:5]([CH3:26])=[CH:4][C:3]=1[CH:27]1[CH2:32][CH2:31][C:30](=[O:33])[CH2:29][CH2:28]1.[BH4-].[Na+]. Product: [CH3:1][C:2]1[CH:7]=[C:6]([NH:8][C:9]2[N:14]=[C:13]([NH:15][C:16]3[CH:20]=[C:19]([CH3:21])[NH:18][N:17]=3)[C:12]([C:22]([F:24])([F:25])[F:23])=[CH:11][N:10]=2)[C:5]([CH3:26])=[CH:4][C:3]=1[C@H:27]1[CH2:28][CH2:29][C@H:30]([OH:33])[CH2:31][CH2:32]1. The catalyst class is: 5. (3) Reactant: [CH2:1]([O:3][C:4](=[O:13])[C:5]1[CH:10]=[CH:9][C:8]([NH:11][NH2:12])=[CH:7][CH:6]=1)[CH3:2].O=[C:15]([CH3:19])[CH2:16][C:17]#[N:18].Cl. Product: [NH2:18][C:17]1[N:11]([C:8]2[CH:9]=[CH:10][C:5]([C:4]([O:3][CH2:1][CH3:2])=[O:13])=[CH:6][CH:7]=2)[N:12]=[C:15]([CH3:19])[CH:16]=1. The catalyst class is: 8. (4) Reactant: [CH3:1][S:2]([NH:5][C:6]1[CH:21]=[CH:20][C:9]([C:10]([O:12][CH2:13][C:14]2[CH:19]=[CH:18][CH:17]=[CH:16][CH:15]=2)=[O:11])=[CH:8][C:7]=1[O:22][CH2:23][CH2:24][O:25][CH:26]1[CH2:31][CH2:30][CH2:29][CH2:28][O:27]1)(=[O:4])=[O:3].C([O-])([O-])=O.[K+].[K+].Cl.Cl[CH2:40][CH2:41][N:42]1[CH2:47][CH2:46][O:45][CH2:44][CH2:43]1. Product: [O:45]1[CH2:46][CH2:47][N:42]([CH2:41][CH2:40][N:5]([C:6]2[CH:21]=[CH:20][C:9]([C:10]([O:12][CH2:13][C:14]3[CH:19]=[CH:18][CH:17]=[CH:16][CH:15]=3)=[O:11])=[CH:8][C:7]=2[O:22][CH2:23][CH2:24][O:25][CH:26]2[CH2:31][CH2:30][CH2:29][CH2:28][O:27]2)[S:2]([CH3:1])(=[O:3])=[O:4])[CH2:43][CH2:44]1. The catalyst class is: 3. (5) Reactant: C([Si](C)(C)[O:6][CH2:7][CH2:8][C:9]([C@@H:18]1[C@:26]2([CH3:27])[C@H:21]([C@@H:22]([O:28][Si:29]([C:32]([CH3:35])([CH3:34])[CH3:33])([CH3:31])[CH3:30])[CH2:23][CH2:24][CH2:25]2)[CH2:20][CH2:19]1)([CH3:17])[CH2:10][CH2:11][CH2:12][C:13]([CH3:16])([OH:15])[CH3:14])(C)(C)C.[F-].C([N+](CCCC)(CCCC)CCCC)CCC.C(OCC)(=O)C. Product: [C:32]([Si:29]([CH3:31])([CH3:30])[O:28][C@H:22]1[CH2:23][CH2:24][CH2:25][C@@:26]2([CH3:27])[C@H:21]1[CH2:20][CH2:19][C@@H:18]2[C:9]([CH3:17])([CH2:10][CH2:11][CH2:12][C:13]([CH3:16])([OH:15])[CH3:14])[CH2:8][CH2:7][OH:6])([CH3:35])([CH3:34])[CH3:33]. The catalyst class is: 7. (6) Reactant: [CH3:1][NH:2][NH2:3].[CH3:4][O:5][C:6]1[CH:14]=[CH:13][C:9]([C:10](Cl)=[O:11])=[CH:8][CH:7]=1. Product: [CH3:1][N:2]([C:10](=[O:11])[C:9]1[CH:13]=[CH:14][C:6]([O:5][CH3:4])=[CH:7][CH:8]=1)[NH2:3]. The catalyst class is: 4. (7) Reactant: [NH2:1][C:2]1[C:3]2[C:10]([C:11]3[CH:16]=[CH:15][C:14]([Cl:17])=[CH:13][CH:12]=3)=[CH:9][N:8]([C:18]3[CH:19]=[C:20]([CH:23]=[CH:24][CH:25]=3)[CH:21]=O)[C:4]=2[N:5]=[CH:6][N:7]=1.[O:26]=[C:27]([N:31]1[CH2:35][CH2:34][CH2:33][CH2:32]1)[CH2:28][C:29]#[N:30].N12CCCN=C1CCCCC2. Product: [NH2:1][C:2]1[C:3]2[C:10]([C:11]3[CH:12]=[CH:13][C:14]([Cl:17])=[CH:15][CH:16]=3)=[CH:9][N:8]([C:18]3[CH:19]=[C:20](/[CH:21]=[C:28](/[C:27]([N:31]4[CH2:35][CH2:34][CH2:33][CH2:32]4)=[O:26])\[C:29]#[N:30])[CH:23]=[CH:24][CH:25]=3)[C:4]=2[N:5]=[CH:6][N:7]=1. The catalyst class is: 41.